This data is from Merck oncology drug combination screen with 23,052 pairs across 39 cell lines. The task is: Regression. Given two drug SMILES strings and cell line genomic features, predict the synergy score measuring deviation from expected non-interaction effect. (1) Drug 1: CC(=O)OC1C(=O)C2(C)C(O)CC3OCC3(OC(C)=O)C2C(OC(=O)c2ccccc2)C2(O)CC(OC(=O)C(O)C(NC(=O)c3ccccc3)c3ccccc3)C(C)=C1C2(C)C. Drug 2: Cn1nnc2c(C(N)=O)ncn2c1=O. Cell line: EFM192B. Synergy scores: synergy=-25.9. (2) Drug 1: N#Cc1ccc(Cn2cncc2CN2CCN(c3cccc(Cl)c3)C(=O)C2)cc1. Drug 2: CC(C)CC(NC(=O)C(Cc1ccccc1)NC(=O)c1cnccn1)B(O)O. Cell line: RKO. Synergy scores: synergy=12.5. (3) Drug 1: NC(=O)c1cccc2cn(-c3ccc(C4CCCNC4)cc3)nc12. Drug 2: NC1(c2ccc(-c3nc4ccn5c(=O)[nH]nc5c4cc3-c3ccccc3)cc2)CCC1. Cell line: EFM192B. Synergy scores: synergy=10.1. (4) Drug 1: CS(=O)(=O)CCNCc1ccc(-c2ccc3ncnc(Nc4ccc(OCc5cccc(F)c5)c(Cl)c4)c3c2)o1. Drug 2: Cn1c(=O)n(-c2ccc(C(C)(C)C#N)cc2)c2c3cc(-c4cnc5ccccc5c4)ccc3ncc21. Cell line: HCT116. Synergy scores: synergy=15.5.